This data is from Catalyst prediction with 721,799 reactions and 888 catalyst types from USPTO. The task is: Predict which catalyst facilitates the given reaction. (1) Reactant: [Cl:1][C:2]1[CH:7]=[CH:6][C:5]([C:8]2([OH:34])[CH2:13][CH2:12][N:11]([CH2:14][CH2:15][CH2:16][C:17]3(C#N)[C:23]4[CH:24]=[CH:25][CH:26]=[CH:27][C:22]=4[CH2:21][S:20][C:19]4[CH:28]=[CH:29][CH:30]=[CH:31][C:18]3=4)[CH2:10][CH2:9]2)=[CH:4][CH:3]=1.O.[OH-].[Na+]. Product: [Cl:1][C:2]1[CH:3]=[CH:4][C:5]([C:8]2([OH:34])[CH2:9][CH2:10][N:11]([CH2:14][CH2:15][CH2:16][CH:17]3[C:23]4[CH:24]=[CH:25][CH:26]=[CH:27][C:22]=4[CH2:21][S:20][C:19]4[CH:28]=[CH:29][CH:30]=[CH:31][C:18]3=4)[CH2:12][CH2:13]2)=[CH:6][CH:7]=1. The catalyst class is: 1. (2) Reactant: Cl[C:2]1[C:3]2[C:4](=[CH:18][N:19](CC3C=CC(OC)=CC=3)[N:20]=2)[N:5]=[C:6]([C:8]2[CH:13]=[CH:12][CH:11]=[C:10]([C:14]([F:17])([F:16])[F:15])[CH:9]=2)[N:7]=1.[CH3:30][O:31][C:32]1[CH:33]=[C:34]([CH:36]=[CH:37][C:38]=1[O:39][CH3:40])[NH2:35].Cl. Product: [CH3:30][O:31][C:32]1[CH:33]=[C:34]([NH:35][C:2]2[C:3]3[NH:20][N:19]=[CH:18][C:4]=3[N:5]=[C:6]([C:8]3[CH:13]=[CH:12][CH:11]=[C:10]([C:14]([F:15])([F:16])[F:17])[CH:9]=3)[N:7]=2)[CH:36]=[CH:37][C:38]=1[O:39][CH3:40]. The catalyst class is: 71. (3) Reactant: C(Cl)CCl.[F:5][C:6]1[CH:11]=[CH:10][C:9]([NH:12][C:13]2[C:14]3[C:21]([CH3:22])=[C:20]([C:23]([OH:25])=[O:24])[S:19][C:15]=3[N:16]=[CH:17][N:18]=2)=[C:8]([O:26][C@H:27]2[CH2:32][CH2:31][CH2:30][CH2:29][C@@H:28]2[O:33][CH3:34])[CH:7]=1.O[N:36]1[C:40](=[O:41])[CH2:39][CH2:38][C:37]1=[O:42]. Product: [O:42]=[C:37]1[CH2:38][CH2:39][C:40](=[O:41])[N:36]1[O:24][C:23]([C:20]1[S:19][C:15]2[N:16]=[CH:17][N:18]=[C:13]([NH:12][C:9]3[CH:10]=[CH:11][C:6]([F:5])=[CH:7][C:8]=3[O:26][C@H:27]3[CH2:32][CH2:31][CH2:30][CH2:29][C@@H:28]3[O:33][CH3:34])[C:14]=2[C:21]=1[CH3:22])=[O:25]. The catalyst class is: 31. (4) Reactant: [NH2:1][C@@H:2]([C:6]([OH:8])=[O:7])[C@@H:3]([CH3:5])[OH:4].C([O-])([O-])=O.[K+].[K+].F[C:16]1[CH:23]=[CH:22][C:19]([C:20]#[N:21])=[C:18]([C:24]([F:27])([F:26])[F:25])[CH:17]=1. Product: [C:20]([C:19]1[CH:22]=[CH:23][C:16]([NH:1][C@H:2]([C@H:3]([OH:4])[CH3:5])[C:6]([OH:8])=[O:7])=[CH:17][C:18]=1[C:24]([F:25])([F:26])[F:27])#[N:21]. The catalyst class is: 16. (5) Reactant: O[CH2:2][CH2:3][CH2:4][C:5]1[CH:10]=[CH:9][C:8]([CH2:11][CH2:12][C:13]2[N:14]=[C:15]([NH:18][C:19](=[O:21])[CH3:20])[S:16][CH:17]=2)=[CH:7][CH:6]=1.C1(P(C2C=CC=CC=2)C2C=CC=CC=2)C=CC=CC=1.C(Br)(Br)(Br)[Br:42].O. Product: [Br:42][CH2:2][CH2:3][CH2:4][C:5]1[CH:10]=[CH:9][C:8]([CH2:11][CH2:12][C:13]2[N:14]=[C:15]([NH:18][C:19](=[O:21])[CH3:20])[S:16][CH:17]=2)=[CH:7][CH:6]=1. The catalyst class is: 1. (6) Reactant: [CH3:1][S:2]([C:5]1[CH:12]=[CH:11][C:8]([CH:9]=O)=[CH:7][CH:6]=1)(=[O:4])=[O:3].[Cl:13][C:14]1[CH:20]=[CH:19][C:17]([NH2:18])=[CH:16][CH:15]=1.[SH:21][CH2:22][C:23](O)=[O:24]. Product: [Cl:13][C:14]1[CH:20]=[CH:19][C:17]([N:18]2[C:23](=[O:24])[CH2:22][S:21][CH:9]2[C:8]2[CH:11]=[CH:12][C:5]([S:2]([CH3:1])(=[O:4])=[O:3])=[CH:6][CH:7]=2)=[CH:16][CH:15]=1. The catalyst class is: 11. (7) Reactant: [NH2:1][C:2]1[C:3]([F:24])=[CH:4][C:5]([Cl:23])=[C:6]([C:8]2[C:9](=[O:22])[N:10]([CH2:20][CH3:21])[C:11]3[C:16]([CH:17]=2)=[CH:15][N:14]=[C:13]([NH:18][CH3:19])[CH:12]=3)[CH:7]=1.C([O-])(O)=O.[Na+].Cl[C:31]([O:33][C:34]([CH3:36])=[CH2:35])=[O:32]. Product: [Cl:23][C:5]1[C:6]([C:8]2[C:9](=[O:22])[N:10]([CH2:20][CH3:21])[C:11]3[C:16]([CH:17]=2)=[CH:15][N:14]=[C:13]([NH:18][CH3:19])[CH:12]=3)=[CH:7][C:2]([NH:1][C:31](=[O:32])[O:33][C:34]([CH3:36])=[CH2:35])=[C:3]([F:24])[CH:4]=1. The catalyst class is: 25. (8) Reactant: [H-].[Na+].[F:3][C:4]1[C:10]([F:11])=[CH:9][CH:8]=[CH:7][C:5]=1[NH2:6].Cl[C:13]1[CH:18]=[C:17]([O:19][CH2:20][C:21]#[C:22][CH3:23])[N:16]=[CH:15][N:14]=1.[Cl-].[NH4+]. Product: [F:3][C:4]1[C:10]([F:11])=[CH:9][CH:8]=[CH:7][C:5]=1[NH:6][C:13]1[CH:18]=[C:17]([O:19][CH2:20][C:21]#[C:22][CH3:23])[N:16]=[CH:15][N:14]=1. The catalyst class is: 7. (9) Reactant: [Li+].[OH-].[NH2:3][C:4]1[C:9]([C:10]([F:13])([F:12])[F:11])=[CH:8][C:7]([CH2:14][C@@H:15]([O:36][C:37]([N:39]2[CH2:44][CH2:43][CH:42]([N:45]3[CH2:51][CH2:50][C:49]4[CH:52]=[CH:53][CH:54]=[CH:55][C:48]=4[NH:47][C:46]3=[O:56])[CH2:41][CH2:40]2)=[O:38])[C:16]([N:18]2[CH2:23][CH2:22][CH:21]([N:24]3[CH2:29][CH2:28][C:27]([CH3:35])([C:30]([O:32]CC)=[O:31])[CH2:26][CH2:25]3)[CH2:20][CH2:19]2)=[O:17])=[CH:6][C:5]=1[Cl:57]. Product: [NH2:3][C:4]1[C:9]([C:10]([F:12])([F:11])[F:13])=[CH:8][C:7]([CH2:14][C@@H:15]([O:36][C:37]([N:39]2[CH2:40][CH2:41][CH:42]([N:45]3[CH2:51][CH2:50][C:49]4[CH:52]=[CH:53][CH:54]=[CH:55][C:48]=4[NH:47][C:46]3=[O:56])[CH2:43][CH2:44]2)=[O:38])[C:16]([N:18]2[CH2:19][CH2:20][CH:21]([N:24]3[CH2:29][CH2:28][C:27]([CH3:35])([C:30]([OH:32])=[O:31])[CH2:26][CH2:25]3)[CH2:22][CH2:23]2)=[O:17])=[CH:6][C:5]=1[Cl:57]. The catalyst class is: 90. (10) Reactant: Cl[C:2]1[N:7]=[C:6]([C:8]2[S:12][C:11]([C:13]([CH3:16])([CH3:15])[CH3:14])=[N:10][C:9]=2[C:17]2[C:18]([F:35])=[C:19]([NH:23][S:24]([C:27]3[CH:32]=[C:31]([F:33])[CH:30]=[CH:29][C:28]=3[F:34])(=[O:26])=[O:25])[CH:20]=[CH:21][CH:22]=2)[CH:5]=[CH:4][N:3]=1.[CH3:36][Zn]C.C1(C)C=CC=CC=1.CO. Product: [CH3:14][C:13]([C:11]1[S:12][C:8]([C:6]2[CH:5]=[CH:4][N:3]=[C:2]([CH3:36])[N:7]=2)=[C:9]([C:17]2[C:18]([F:35])=[C:19]([NH:23][S:24]([C:27]3[CH:32]=[C:31]([F:33])[CH:30]=[CH:29][C:28]=3[F:34])(=[O:26])=[O:25])[CH:20]=[CH:21][CH:22]=2)[N:10]=1)([CH3:16])[CH3:15]. The catalyst class is: 12.